From a dataset of Peptide-MHC class I binding affinity with 185,985 pairs from IEDB/IMGT. Regression. Given a peptide amino acid sequence and an MHC pseudo amino acid sequence, predict their binding affinity value. This is MHC class I binding data. (1) The peptide sequence is LYAVATTII. The MHC is HLA-A23:01 with pseudo-sequence HLA-A23:01. The binding affinity (normalized) is 0.505. (2) The peptide sequence is LPSDFKTIL. The MHC is HLA-B51:01 with pseudo-sequence HLA-B51:01. The binding affinity (normalized) is 0.317.